From a dataset of Forward reaction prediction with 1.9M reactions from USPTO patents (1976-2016). Predict the product of the given reaction. Given the reactants [Cl:1][C:2]1[CH:7]=[CH:6][C:5]([C:8]2[C:17]3[C:12](=[CH:13][CH:14]=[CH:15][CH:16]=3)[C:11]([NH:18][C:19]3[CH:24]=[CH:23][C:22]([S:25][C:26]4[C:35]5[C:30](=[CH:31][CH:32]=[C:33]([O:36]C)[CH:34]=5)[N:29]=[CH:28][CH:27]=4)=[CH:21][CH:20]=3)=[N:10][N:9]=2)=[CH:4][CH:3]=1.CC(O)=O.Br, predict the reaction product. The product is: [Cl:1][C:2]1[CH:3]=[CH:4][C:5]([C:8]2[C:17]3[C:12](=[CH:13][CH:14]=[CH:15][CH:16]=3)[C:11]([NH:18][C:19]3[CH:24]=[CH:23][C:22]([S:25][C:26]4[C:35]5[C:30](=[CH:31][CH:32]=[C:33]([OH:36])[CH:34]=5)[N:29]=[CH:28][CH:27]=4)=[CH:21][CH:20]=3)=[N:10][N:9]=2)=[CH:6][CH:7]=1.